From a dataset of Catalyst prediction with 721,799 reactions and 888 catalyst types from USPTO. Predict which catalyst facilitates the given reaction. (1) The catalyst class is: 1. Product: [Br:9][C:10]1[CH:11]=[N:12][CH:13]=[C:14]([Br:17])[C:15]=1[CH2:16][CH2:19][C:20]([O:22][CH2:23][CH3:24])=[O:21]. Reactant: [Li+].CC([N-]C(C)C)C.[Br:9][C:10]1[CH:11]=[N:12][CH:13]=[C:14]([Br:17])[C:15]=1[CH3:16].Br[CH2:19][C:20]([O:22][CH2:23][CH3:24])=[O:21].CC(O)=O. (2) Reactant: C(=O)([O-])[O-].[Cs+].[Cs+].OC1C=CC=C2C=1N=CC=C2.[F:18][C:19]1[CH:24]=[CH:23][C:22](I)=[CH:21][CH:20]=1.[CH2:26]([O:28][C:29]1[CH:34]=[CH:33][NH:32][C:31](=[O:35])[C:30]=1[C:36]([O:38][CH2:39][CH3:40])=[O:37])[CH3:27]. Product: [CH2:26]([O:28][C:29]1[CH:34]=[CH:33][N:32]([C:22]2[CH:23]=[CH:24][C:19]([F:18])=[CH:20][CH:21]=2)[C:31](=[O:35])[C:30]=1[C:36]([O:38][CH2:39][CH3:40])=[O:37])[CH3:27]. The catalyst class is: 870. (3) Reactant: [C:1]([O:5][C:6]([C:8]1[CH:13]=[CH:12][CH:11]=[C:10]([CH:14]=[CH2:15])[N:9]=1)=[O:7])([CH3:4])([CH3:3])[CH3:2].CO[CH2:18][N:19]([CH2:25][C:26]1[CH:31]=[CH:30][CH:29]=[CH:28][CH:27]=1)[CH2:20][Si](C)(C)C.C(O)(C(F)(F)F)=O. Product: [C:1]([O:5][C:6]([C:8]1[CH:13]=[CH:12][CH:11]=[C:10]([CH:14]2[CH2:15][CH2:18][N:19]([CH2:25][C:26]3[CH:27]=[CH:28][CH:29]=[CH:30][CH:31]=3)[CH2:20]2)[N:9]=1)=[O:7])([CH3:4])([CH3:3])[CH3:2]. The catalyst class is: 2. (4) Reactant: [CH3:1][NH2:2].[BH-](OC(C)=O)(OC(C)=O)OC(C)=O.[Na+].[CH3:17][S:18]([N:21]1[CH2:26][CH2:25][C:24](=O)[CH2:23][CH2:22]1)(=[O:20])=[O:19].[OH-].[Na+]. Product: [CH3:1][NH:2][CH:24]1[CH2:25][CH2:26][N:21]([S:18]([CH3:17])(=[O:20])=[O:19])[CH2:22][CH2:23]1. The catalyst class is: 23. (5) Reactant: [NH:1]1[CH2:6][CH2:5][CH:4]([CH2:7][CH2:8][OH:9])[CH2:3][CH2:2]1.[C:10](O[C:10]([O:12][C:13]([CH3:16])([CH3:15])[CH3:14])=[O:11])([O:12][C:13]([CH3:16])([CH3:15])[CH3:14])=[O:11]. Product: [OH:9][CH2:8][CH2:7][CH:4]1[CH2:5][CH2:6][N:1]([C:10]([O:12][C:13]([CH3:16])([CH3:15])[CH3:14])=[O:11])[CH2:2][CH2:3]1. The catalyst class is: 7. (6) Reactant: [C:1]1([C:7]2[S:8][C:9]3[CH:15]=[C:14]([N+:16]([O-])=O)[CH:13]=[CH:12][C:10]=3[N:11]=2)[CH:6]=[CH:5][CH:4]=[CH:3][CH:2]=1.[Sn](Cl)Cl.N. Product: [C:1]1([C:7]2[S:8][C:9]3[CH:15]=[C:14]([NH2:16])[CH:13]=[CH:12][C:10]=3[N:11]=2)[CH:2]=[CH:3][CH:4]=[CH:5][CH:6]=1. The catalyst class is: 33. (7) Reactant: [N+:1]([C:4]1[CH:17]=[C:16]([C:18]([F:21])([F:20])[F:19])[CH:15]=[CH:14][C:5]=1[O:6][CH2:7][CH2:8][N:9]1[CH2:13][CH2:12][CH2:11][CH2:10]1)([O-])=O. Product: [N:9]1([CH2:8][CH2:7][O:6][C:5]2[CH:14]=[CH:15][C:16]([C:18]([F:20])([F:21])[F:19])=[CH:17][C:4]=2[NH2:1])[CH2:13][CH2:12][CH2:11][CH2:10]1. The catalyst class is: 19.